Dataset: Forward reaction prediction with 1.9M reactions from USPTO patents (1976-2016). Task: Predict the product of the given reaction. (1) Given the reactants Cl[C:2]1[CH:7]=[CH:6][CH:5]=[C:4]([N:8]2[CH:12]=[CH:11][C:10]([C:13]3[CH:18]=[CH:17][CH:16]=[CH:15][N:14]=3)=[CH:9]2)[N:3]=1.C(B(CC)[C:22]1[CH:23]=[N:24][CH:25]=[CH:26][CH:27]=1)C.C(=O)([O-])[O-].[K+].[K+].O, predict the reaction product. The product is: [N:14]1[CH:15]=[CH:16][CH:17]=[CH:18][C:13]=1[C:10]1[CH:11]=[CH:12][N:8]([C:4]2[N:3]=[C:2]([C:22]3[CH:23]=[N:24][CH:25]=[CH:26][CH:27]=3)[CH:7]=[CH:6][CH:5]=2)[CH:9]=1. (2) The product is: [F:1][CH:2]([F:14])[CH2:3][O:4][C:5]1[N:6]=[CH:7][C:8]([C:11]([Cl:18])=[O:12])=[N:9][CH:10]=1. Given the reactants [F:1][CH:2]([F:14])[CH2:3][O:4][C:5]1[N:6]=[CH:7][C:8]([C:11](O)=[O:12])=[N:9][CH:10]=1.C(Cl)(=O)C([Cl:18])=O.CN(C)C=O, predict the reaction product. (3) Given the reactants [O:1]1[C:6]2[CH:7]=[CH:8][C:9]([CH2:11][N:12]([CH:20]3[CH2:25][CH2:24][NH:23][CH2:22][CH2:21]3)[C:13](=[O:19])[O:14][C:15]([CH3:18])([CH3:17])[CH3:16])=[CH:10][C:5]=2[O:4][CH2:3][CH2:2]1.[Cl:26][C:27]1[CH:28]=[C:29]2[C:34](=[CH:35][CH:36]=1)[N:33]([CH2:37][CH:38]=O)[C:32](=[O:40])[CH:31]=[CH:30]2.C(O[BH-](OC(=O)C)OC(=O)C)(=O)C.[Na+].C(=O)([O-])O.[Na+], predict the reaction product. The product is: [O:1]1[C:6]2[CH:7]=[CH:8][C:9]([CH2:11][N:12]([CH:20]3[CH2:25][CH2:24][N:23]([CH2:38][CH2:37][N:33]4[C:34]5[C:29](=[CH:28][C:27]([Cl:26])=[CH:36][CH:35]=5)[CH:30]=[CH:31][C:32]4=[O:40])[CH2:22][CH2:21]3)[C:13](=[O:19])[O:14][C:15]([CH3:18])([CH3:16])[CH3:17])=[CH:10][C:5]=2[O:4][CH2:3][CH2:2]1. (4) Given the reactants [C:1]([O:5][C:6](=[O:16])[NH:7][C:8]1[CH:13]=[N:12][C:11]([CH2:14]Br)=[CH:10][N:9]=1)([CH3:4])([CH3:3])[CH3:2].[CH3:17][S-:18].[Na+], predict the reaction product. The product is: [C:1]([O:5][C:6](=[O:16])[NH:7][C:8]1[CH:13]=[N:12][C:11]([CH2:14][S:18][CH3:17])=[CH:10][N:9]=1)([CH3:4])([CH3:3])[CH3:2]. (5) Given the reactants [NH2:1][C:2]1[CH:7]=[CH:6][CH:5]=[CH:4][C:3]=1[NH:8][C:9](=[O:17])[C:10]1[CH:15]=[CH:14][C:13](Cl)=[N:12][CH:11]=1.[CH2:18]([NH2:22])[CH2:19][CH2:20][NH2:21], predict the reaction product. The product is: [NH2:1][C:2]1[CH:7]=[CH:6][CH:5]=[CH:4][C:3]=1[NH:8][C:9](=[O:17])[C:10]1[CH:15]=[CH:14][C:13]([NH:21][CH2:20][CH2:19][CH2:18][NH2:22])=[N:12][CH:11]=1. (6) Given the reactants [CH2:1]([O:3][C:4](=[O:13])[C:5]1[CH:10]=[C:9]([NH2:11])[C:8]([NH2:12])=[N:7][CH:6]=1)[CH3:2].[C:14]1(=O)[CH2:19]CC[CH2:16][CH2:15]1, predict the reaction product. The product is: [NH2:11][C:9]1[C:8]2[N:7]([C:14]([CH3:19])=[C:15]([CH3:16])[N:12]=2)[CH:6]=[C:5]([C:4]([O:3][CH2:1][CH3:2])=[O:13])[CH:10]=1. (7) Given the reactants C([N:8]1[CH2:13][CH2:12][N:11]([CH3:14])[CH:10]([CH2:15][F:16])[CH2:9]1)C1C=CC=CC=1, predict the reaction product. The product is: [F:16][CH2:15][CH:10]1[CH2:9][NH:8][CH2:13][CH2:12][N:11]1[CH3:14]. (8) The product is: [F:10][C:7]([F:8])([F:9])[C:6]([N:18]1[CH2:19][C:20]2([CH2:25][CH2:24][N:23]([C:26]([O:28][C:29]([CH3:32])([CH3:31])[CH3:30])=[O:27])[CH2:22][CH2:21]2)[O:15][CH2:16][CH2:17]1)=[O:11]. Given the reactants [F:8][C:7]([F:10])([F:9])[C:6](O[C:6](=[O:11])[C:7]([F:10])([F:9])[F:8])=[O:11].Cl.[O:15]1[C:20]2([CH2:25][CH2:24][N:23]([C:26]([O:28][C:29]([CH3:32])([CH3:31])[CH3:30])=[O:27])[CH2:22][CH2:21]2)[CH2:19][NH:18][CH2:17][CH2:16]1.C(N(CC)CC)C.O, predict the reaction product. (9) Given the reactants [Cl:1][CH2:2][CH:3]1[O:7][N:6]=[C:5]([CH2:8]O)[CH2:4]1.C(N(S(F)(F)[F:16])CC)C, predict the reaction product. The product is: [Cl:1][CH2:2][CH:3]1[O:7][N:6]=[C:5]([CH2:8][F:16])[CH2:4]1.